Dataset: Full USPTO retrosynthesis dataset with 1.9M reactions from patents (1976-2016). Task: Predict the reactants needed to synthesize the given product. (1) Given the product [CH3:6][O:7][CH2:8][CH2:9][O:10][S:2]([CH3:1])(=[O:4])=[O:3], predict the reactants needed to synthesize it. The reactants are: [CH3:1][S:2](Cl)(=[O:4])=[O:3].[CH3:6][O:7][CH2:8][CH2:9][OH:10].C(N(CC)CC)C.ClCCl. (2) Given the product [CH3:23][Si:22]([CH3:25])([CH3:24])[CH2:21][CH2:20][O:19][C:17]([N:11]1[CH2:10][CH:9]([C:3]2[CH:4]=[CH:5][C:6]([Cl:8])=[CH:7][C:2]=2[Cl:1])[CH:13]([NH:14][C:40]([O:39][C:36]([CH3:38])([CH3:37])[CH3:35])=[O:41])[CH2:12]1)=[O:18], predict the reactants needed to synthesize it. The reactants are: [Cl:1][C:2]1[CH:7]=[C:6]([Cl:8])[CH:5]=[CH:4][C:3]=1[CH:9]1[CH:13]([N+:14]([O-])=O)[CH2:12][N:11]([C:17]([O:19][CH2:20][CH2:21][Si:22]([CH3:25])([CH3:24])[CH3:23])=[O:18])[CH2:10]1.C(N(C(C)C)C(C)C)C.[CH3:35][C:36]([O:39][C:40](O[C:40]([O:39][C:36]([CH3:38])([CH3:37])[CH3:35])=[O:41])=[O:41])([CH3:38])[CH3:37]. (3) Given the product [CH3:14][C:11]([CH3:12])([CH3:13])[C@H:10]([NH:15][C:16]([N:18]1[C:26]2[CH2:25][CH2:24][N:23]([CH3:27])[CH2:22][C:21]=2[C:20]([C:28]2[CH:33]=[C:32]([F:34])[C:31]([F:35])=[CH:30][C:29]=2[F:36])=[N:19]1)=[O:17])[C:9]([N:8]1[CH2:7][CH2:5][CH2:4][C@H:3]1[C:2](=[O:38])[NH:1][CH3:39])=[O:37], predict the reactants needed to synthesize it. The reactants are: [NH2:1][C:2](=[O:38])[C@@H:3]([NH:8][C:9](=[O:37])[C@@H:10]([NH:15][C:16]([N:18]1[C:26]2[CH2:25][CH2:24][N:23]([CH3:27])[CH2:22][C:21]=2[C:20]([C:28]2[CH:33]=[C:32]([F:34])[C:31]([F:35])=[CH:30][C:29]=2[F:36])=[N:19]1)=[O:17])[C:11]([CH3:14])([CH3:13])[CH3:12])[CH2:4][CH:5]([CH3:7])C.[CH3:39]NC([C@@H]1CCCN1)=O. (4) Given the product [OH:1][C:2]1[C:11]2[C:6](=[CH:7][C:8]([CH2:12][C:13]3[CH:18]=[CH:17][CH:16]=[CH:15][CH:14]=3)=[CH:9][N:10]=2)[N:5]([CH2:19][C:20]2[CH:21]=[CH:22][C:23]([N+:26]([O-:28])=[O:27])=[CH:24][CH:25]=2)[C:4](=[O:29])[C:3]=1[C:30]([NH:39][CH2:38][CH2:37][O:36][CH3:35])=[O:31], predict the reactants needed to synthesize it. The reactants are: [OH:1][C:2]1[C:11]2[C:6](=[CH:7][C:8]([CH2:12][C:13]3[CH:18]=[CH:17][CH:16]=[CH:15][CH:14]=3)=[CH:9][N:10]=2)[N:5]([CH2:19][C:20]2[CH:25]=[CH:24][C:23]([N+:26]([O-:28])=[O:27])=[CH:22][CH:21]=2)[C:4](=[O:29])[C:3]=1[C:30](OCC)=[O:31].[CH3:35][O:36][CH2:37][CH2:38][NH2:39].